From a dataset of Reaction yield outcomes from USPTO patents with 853,638 reactions. Predict the reaction yield, written as a fraction of the theoretical maximum amount of product (1.0 means a 100% yield; for example, 0.34 means a 34% yield). (1) The reactants are Cl.[Cl:2][C:3]1[CH:4]=[C:5]([NH:18][C:19]2[C:28]3[C:23](=[CH:24][CH:25]=[C:26](I)[CH:27]=3)[N:22]=[CH:21][N:20]=2)[CH:6]=[CH:7][C:8]=1[O:9][CH2:10][C:11]1[CH:16]=[CH:15][CH:14]=[C:13]([F:17])[CH:12]=1.C(N(CC)CC)C.[CH:37]([C:39]1[O:43][C:42](B(O)O)=[CH:41][CH:40]=1)=[O:38]. The catalyst is C(O)C.C1C=CC(P(C2C=CC=CC=2)[C-]2C=CC=C2)=CC=1.C1C=CC(P(C2C=CC=CC=2)[C-]2C=CC=C2)=CC=1.Cl[Pd]Cl.[Fe+2].C(Cl)Cl. The product is [Cl:2][C:3]1[CH:4]=[C:5]([NH:18][C:19]2[C:28]3[C:23](=[CH:24][CH:25]=[C:26]([C:42]4[O:43][C:39]([CH:37]=[O:38])=[CH:40][CH:41]=4)[CH:27]=3)[N:22]=[CH:21][N:20]=2)[CH:6]=[CH:7][C:8]=1[O:9][CH2:10][C:11]1[CH:16]=[CH:15][CH:14]=[C:13]([F:17])[CH:12]=1. The yield is 0.940. (2) The reactants are [CH:1]([O:4][C:5]1([C:8]2[CH:13]=[CH:12][C:11]([C:14]#[C:15][C:16]3[CH:26]=[CH:25][C:19]([C:20]([O:22]CC)=[O:21])=[CH:18][CH:17]=3)=[CH:10][C:9]=2[CH3:27])[CH2:7][CH2:6]1)([CH3:3])[CH3:2].[OH-].[Na+]. The catalyst is C(O)C.O1CCCC1. The product is [CH:1]([O:4][C:5]1([C:8]2[CH:13]=[CH:12][C:11]([C:14]#[C:15][C:16]3[CH:17]=[CH:18][C:19]([C:20]([OH:22])=[O:21])=[CH:25][CH:26]=3)=[CH:10][C:9]=2[CH3:27])[CH2:6][CH2:7]1)([CH3:3])[CH3:2]. The yield is 0.690. (3) The reactants are [I:1][C:2]1[CH:7]=[CH:6][N:5]([C:8]2[CH:13]=[CH:12][CH:11]=[CH:10][CH:9]=2)[C:4](=[O:14])[C:3]=1[C:15]([O:17]C)=[O:16].O.[OH-].[Na+]. The catalyst is O1CCOCC1. The product is [I:1][C:2]1[CH:7]=[CH:6][N:5]([C:8]2[CH:13]=[CH:12][CH:11]=[CH:10][CH:9]=2)[C:4](=[O:14])[C:3]=1[C:15]([OH:17])=[O:16]. The yield is 0.800.